From a dataset of Full USPTO retrosynthesis dataset with 1.9M reactions from patents (1976-2016). Predict the reactants needed to synthesize the given product. Given the product [C:1]([N:33]1[CH2:34][CH2:35][C:7]2[N:6]([CH3:5])[C:14]3[CH:13]=[C:12]([N:15]4[CH:20]=[CH:19][C:18]([C:21]5[CH:26]=[CH:25][C:24]([C:27]([F:28])([F:30])[F:29])=[CH:23][N:22]=5)=[CH:17][C:16]4=[O:31])[CH:11]=[CH:10][C:9]=3[C:8]=2[CH2:32]1)(=[O:2])[CH3:3], predict the reactants needed to synthesize it. The reactants are: [C:1](Cl)([CH3:3])=[O:2].[CH3:5][N:6]1[C:14]2[CH:13]=[C:12]([N:15]3[CH:20]=[CH:19][C:18]([C:21]4[CH:26]=[CH:25][C:24]([C:27]([F:30])([F:29])[F:28])=[CH:23][N:22]=4)=[CH:17][C:16]3=[O:31])[CH:11]=[CH:10][C:9]=2[C:8]2[CH2:32][NH:33][CH2:34][CH2:35][C:7]1=2.CCN(CC)CC.O.